Task: Regression. Given a peptide amino acid sequence and an MHC pseudo amino acid sequence, predict their binding affinity value. This is MHC class II binding data.. Dataset: Peptide-MHC class II binding affinity with 134,281 pairs from IEDB (1) The peptide sequence is AKSSPAYPSVLGQTI. The MHC is DRB1_1302 with pseudo-sequence DRB1_1302. The binding affinity (normalized) is 0.146. (2) The peptide sequence is GSQLIWDRALGLPLE. The MHC is DRB1_0901 with pseudo-sequence DRB1_0901. The binding affinity (normalized) is 0.748. (3) The peptide sequence is GVDYTITVYAVTYYK. The MHC is DRB1_1201 with pseudo-sequence DRB1_1201. The binding affinity (normalized) is 0.538. (4) The peptide sequence is YKYVKQNTLKLATHHHHHH. The MHC is DRB1_0401 with pseudo-sequence DRB1_0401. The binding affinity (normalized) is 0.448.